Task: Predict the reactants needed to synthesize the given product.. Dataset: Full USPTO retrosynthesis dataset with 1.9M reactions from patents (1976-2016) Given the product [CH2:16]([O:23][CH2:24][CH:25]([OH:26])[CH2:27][O:1][C:2]1[CH:3]=[C:4]([CH:7]=[CH:8][CH:9]=1)[CH:5]=[O:6])[C:17]1[CH:22]=[CH:21][CH:20]=[CH:19][CH:18]=1, predict the reactants needed to synthesize it. The reactants are: [OH:1][C:2]1[CH:3]=[C:4]([CH:7]=[CH:8][CH:9]=1)[CH:5]=[O:6].C([O-])([O-])=O.[K+].[K+].[CH2:16]([O:23][CH2:24][CH:25]1[CH2:27][O:26]1)[C:17]1[CH:22]=[CH:21][CH:20]=[CH:19][CH:18]=1.